This data is from Peptide-MHC class I binding affinity with 185,985 pairs from IEDB/IMGT. The task is: Regression. Given a peptide amino acid sequence and an MHC pseudo amino acid sequence, predict their binding affinity value. This is MHC class I binding data. (1) The MHC is HLA-A02:01 with pseudo-sequence HLA-A02:01. The binding affinity (normalized) is 0.0847. The peptide sequence is VYLPGRGGV. (2) The peptide sequence is AHAGARVNL. The MHC is HLA-B40:01 with pseudo-sequence HLA-B40:01. The binding affinity (normalized) is 0.213.